From a dataset of Human liver microsome stability data. Regression/Classification. Given a drug SMILES string, predict its absorption, distribution, metabolism, or excretion properties. Task type varies by dataset: regression for continuous measurements (e.g., permeability, clearance, half-life) or binary classification for categorical outcomes (e.g., BBB penetration, CYP inhibition). Dataset: hlm. (1) The drug is Cc1nn(-c2ccccn2)c(=O)cc1-c1ccc(OC2CCN(C3CCC3)CC2)cc1. The result is 0 (unstable in human liver microsomes). (2) The molecule is CC(C)c1ccc(NC(=O)N2CCCN(C(=O)CCC3CCCC3)CC2)cc1. The result is 1 (stable in human liver microsomes). (3) The drug is COc1ccccc1CNc1ncc(C(=O)NCCNC(C)=O)c(NC2CCCC2)n1. The result is 1 (stable in human liver microsomes). (4) The drug is O=C(O)Cc1ccccc1OCCC1Oc2ccccc2N(CCCCCCO)C1=O. The result is 0 (unstable in human liver microsomes). (5) The compound is O=C(/C=C/c1ccc(Cl)c(Cl)c1)N1CCC(CN2CCC(c3ccc(Cl)cc3)CC2)CC1. The result is 0 (unstable in human liver microsomes). (6) The molecule is CC(=O)OCc1cc(N)c(Nc2ccc(C#N)cc2)cc1Oc1c(C)cc(CCC#N)cc1C. The result is 1 (stable in human liver microsomes). (7) The compound is CCCC(=O)c1cc(C#N)c(N2CCC(C(=O)NS(=O)(=O)C3(c4ccccc4)CC3)CC2)nc1C. The result is 0 (unstable in human liver microsomes). (8) The drug is COc1ccc2[nH]c(SCc3ccc(OCc4ccccc4)cc3)nc2c1. The result is 1 (stable in human liver microsomes). (9) The compound is C[C@@H]1CN(c2ccc(F)cc2C(F)(F)F)CCN1S(=O)(=O)c1ccc(C#N)cc1Cl. The result is 1 (stable in human liver microsomes). (10) The molecule is O=C(N1CC[C@@]2(S(=O)(=O)c3ccc(F)cc3)c3ccc(C(F)(C(F)(F)F)C(F)(F)F)cc3OC[C@@H]12)C1(O)CCS(=O)(=O)CC1. The result is 0 (unstable in human liver microsomes).